From a dataset of Catalyst prediction with 721,799 reactions and 888 catalyst types from USPTO. Predict which catalyst facilitates the given reaction. (1) Reactant: [Cl:1][C:2]1[C:7]([Cl:8])=[CH:6][CH:5]=[CH:4][C:3]=1[C:9]([N:11]1[CH2:16][C:15](OCC)=[N:14][CH2:13][CH2:12]1)=[O:10].[N:20]1[CH:25]=[CH:24][N:23]=[CH:22][C:21]=1[C:26]([NH:28][NH2:29])=O. Product: [Cl:1][C:2]1[C:7]([Cl:8])=[CH:6][CH:5]=[CH:4][C:3]=1[C:9]([N:11]1[CH2:12][CH2:13][N:14]2[C:26]([C:21]3[CH:22]=[N:23][CH:24]=[CH:25][N:20]=3)=[N:28][N:29]=[C:15]2[CH2:16]1)=[O:10]. The catalyst class is: 51. (2) Reactant: [CH3:1][O:2][C:3]1[C:4]([CH3:17])=[C:5]([C:8]([O:15][CH3:16])=[C:9]([O:13][CH3:14])[C:10]=1[O:11][CH3:12])[CH:6]=[O:7].[CH2:18]([O:25][C:26]1[CH:31]=[CH:30][CH:29]=[CH:28][C:27]=1Br)[C:19]1[CH:24]=[CH:23][CH:22]=[CH:21][CH:20]=1.[Mg].[Cl-].[NH4+]. Product: [CH3:1][O:2][C:3]1[C:4]([CH3:17])=[C:5]([CH:6]([C:27]2[CH:28]=[CH:29][CH:30]=[CH:31][C:26]=2[O:25][CH2:18][C:19]2[CH:20]=[CH:21][CH:22]=[CH:23][CH:24]=2)[OH:7])[C:8]([O:15][CH3:16])=[C:9]([O:13][CH3:14])[C:10]=1[O:11][CH3:12]. The catalyst class is: 7. (3) Reactant: C(N(CC)CC)C.[CH:8]([C:10]1[C:18]2[C:13](=[CH:14][CH:15]=[CH:16][CH:17]=2)[N:12](C(OC(C)(C)C)=O)[CH:11]=1)=[O:9].[CH3:26][O:27][C:28]1[CH:29]=[C:30]([N:34]=[CH:35][C:36]2[CH:37]=[CH:38][C:39]([N:42]([CH3:44])[CH3:43])=[N:40][CH:41]=2)[CH:31]=[CH:32][CH:33]=1. Product: [CH3:43][N:42]([CH3:44])[C:39]1[N:40]=[CH:41][C:36]([CH:35]([NH:34][C:30]2[CH:31]=[CH:32][CH:33]=[C:28]([O:27][CH3:26])[CH:29]=2)[C:8]([C:10]2[C:18]3[C:13](=[CH:14][CH:15]=[CH:16][CH:17]=3)[NH:12][CH:11]=2)=[O:9])=[CH:37][CH:38]=1. The catalyst class is: 433. (4) Reactant: [CH3:1][C:2]1[CH:7]=[C:6]([C:8](O)([C:13]([F:16])([F:15])[F:14])[C:9]([F:12])([F:11])[F:10])[CH:5]=[C:4]([CH3:18])[C:3]=1[NH:19][C:20](=[O:36])[C:21]1[CH:26]=[CH:25][CH:24]=[C:23]([NH:27][C:28](=[O:35])[C:29]2[CH:34]=[CH:33][CH:32]=[CH:31][CH:30]=2)[CH:22]=1.S(Cl)([Cl:39])=O. Product: [CH3:1][C:2]1[CH:7]=[C:6]([C:8]([Cl:39])([C:13]([F:16])([F:15])[F:14])[C:9]([F:12])([F:11])[F:10])[CH:5]=[C:4]([CH3:18])[C:3]=1[NH:19][C:20](=[O:36])[C:21]1[CH:26]=[CH:25][CH:24]=[C:23]([NH:27][C:28](=[O:35])[C:29]2[CH:34]=[CH:33][CH:32]=[CH:31][CH:30]=2)[CH:22]=1. The catalyst class is: 17. (5) Reactant: [CH2:1]([O:3][C:4]([C:6]1[O:14][C:13]2[C:12]([F:15])=[CH:11][N:10]=[CH:9][C:8]=2[C:7]=1[NH2:16])=[O:5])[CH3:2].[F:17][C:18]1[CH:23]=[C:22]([Si:24]([CH3:27])([CH3:26])[CH3:25])[CH:21]=[CH:20][C:19]=1OS(C(F)(F)F)(=O)=O.CC1(C)C2C(=C(P(C3C=CC=CC=3)C3C=CC=CC=3)C=CC=2)OC2C(P(C3C=CC=CC=3)C3C=CC=CC=3)=CC=CC1=2.C([O-])([O-])=O.[Cs+].[Cs+]. Product: [CH2:1]([O:3][C:4]([C:6]1[O:14][C:13]2[C:12]([F:15])=[CH:11][N:10]=[CH:9][C:8]=2[C:7]=1[NH:16][C:19]1[CH:20]=[CH:21][C:22]([Si:24]([CH3:26])([CH3:25])[CH3:27])=[CH:23][C:18]=1[F:17])=[O:5])[CH3:2]. The catalyst class is: 101. (6) Reactant: [CH3:1][O:2][C:3]1[CH:10]=[C:9]([CH3:11])[C:8]([O:12][CH3:13])=[CH:7][C:4]=1[CH:5]=O.Cl.[NH2:15]O.C(OC(=O)C)(=O)C. Product: [CH3:1][O:2][C:3]1[CH:10]=[C:9]([CH3:11])[C:8]([O:12][CH3:13])=[CH:7][C:4]=1[C:5]#[N:15]. The catalyst class is: 17. (7) Reactant: C(=O)([O-])[O-].[Na+].[Na+].[O:7]([C:14]1[CH:19]=[CH:18][C:17](B(O)O)=[CH:16][CH:15]=1)[C:8]1[CH:13]=[CH:12][CH:11]=[CH:10][CH:9]=1.Br[C:24]1[C:25]([NH2:30])=[N:26][CH:27]=[CH:28][CH:29]=1. Product: [O:7]([C:14]1[CH:19]=[CH:18][C:17]([C:24]2[C:25]([NH2:30])=[N:26][CH:27]=[CH:28][CH:29]=2)=[CH:16][CH:15]=1)[C:8]1[CH:13]=[CH:12][CH:11]=[CH:10][CH:9]=1. The catalyst class is: 108. (8) Reactant: Cl[C:2]1[C:3]2[C:4](=[CH:16][N:17](CC3C=CC(OC)=CC=3)[N:18]=2)[N:5]=[C:6]([C:8]2[CH:13]=[CH:12][C:11]([O:14][CH3:15])=[CH:10][CH:9]=2)[N:7]=1.[NH2:28][C:29]1[CH:38]=[C:37]2[C:32]([CH2:33][CH2:34][C:35](=[O:39])[NH:36]2)=[CH:31][CH:30]=1.Cl. Product: [CH3:15][O:14][C:11]1[CH:10]=[CH:9][C:8]([C:6]2[N:7]=[C:2]([NH:28][C:29]3[CH:38]=[C:37]4[C:32]([CH2:33][CH2:34][C:35](=[O:39])[NH:36]4)=[CH:31][CH:30]=3)[C:3]3[NH:18][N:17]=[CH:16][C:4]=3[N:5]=2)=[CH:13][CH:12]=1. The catalyst class is: 71. (9) Reactant: [Cl:1][C:2]1[C:10]2[N:9]=[C:8]3[N:11]([C:15]4[CH:20]=[CH:19][C:18]([Cl:21])=[CH:17][C:16]=4[Cl:22])[CH2:12][CH2:13][CH2:14][N:7]3[C:6]=2[C:5]([CH:23]([NH2:26])[CH2:24][CH3:25])=[CH:4][CH:3]=1.C(N(CC)CC)C.[C:34](OC(=O)C)(=[O:36])[CH3:35]. Product: [Cl:1][C:2]1[C:10]2[N:9]=[C:8]3[N:11]([C:15]4[CH:20]=[CH:19][C:18]([Cl:21])=[CH:17][C:16]=4[Cl:22])[CH2:12][CH2:13][CH2:14][N:7]3[C:6]=2[C:5]([CH:23]([NH:26][C:34](=[O:36])[CH3:35])[CH2:24][CH3:25])=[CH:4][CH:3]=1. The catalyst class is: 54. (10) Reactant: [H-].[Na+].[O:3]=[C:4]1[CH2:8][CH2:7][CH2:6][CH:5]1[C:9]([O:11][CH3:12])=[O:10].[F:13][C:14]([F:29])([S:25](F)(=[O:27])=[O:26])[C:15]([F:24])([F:23])[C:16]([F:22])([F:21])[C:17]([F:20])([F:19])[F:18].Cl. Product: [F:22][C:16]([F:21])([C:17]([F:18])([F:19])[F:20])[C:15]([F:23])([F:24])[C:14]([F:29])([F:13])[S:25]([O:3][C:4]1[CH2:8][CH2:7][CH2:6][C:5]=1[C:9]([O:11][CH3:12])=[O:10])(=[O:26])=[O:27]. The catalyst class is: 255.